Dataset: Catalyst prediction with 721,799 reactions and 888 catalyst types from USPTO. Task: Predict which catalyst facilitates the given reaction. (1) Reactant: [CH2:1]([C:3]1[S:7][C:6]([C:8]([O:10]C)=[O:9])=[CH:5][C:4]=1[C:12]1[N:16]([CH3:17])[N:15]=[CH:14][CH:13]=1)[CH3:2].[Cl:18]N1C(=O)CCC1=O.[OH-].[Na+]. Product: [Cl:18][C:13]1[CH:14]=[N:15][N:16]([CH3:17])[C:12]=1[C:4]1[CH:5]=[C:6]([C:8]([OH:10])=[O:9])[S:7][C:3]=1[CH2:1][CH3:2]. The catalyst class is: 7. (2) Product: [Br:1][C:2]1[CH:3]=[C:4]2[C:9](=[CH:10][CH:11]=1)[C:8]([O:12][Si:35]([CH2:40][CH3:41])([CH2:38][CH3:39])[CH2:36][CH3:37])=[C:7]([C@H:13]([O:19][C:20]([CH3:23])([CH3:22])[CH3:21])[C:14]([O:16][CH2:17][CH3:18])=[O:15])[C:6]([CH3:24])=[CH:5]2. The catalyst class is: 2. Reactant: [Br:1][C:2]1[CH:3]=[C:4]2[C:9](=[CH:10][CH:11]=1)[C:8]([OH:12])=[C:7]([C@H:13]([O:19][C:20]([CH3:23])([CH3:22])[CH3:21])[C:14]([O:16][CH2:17][CH3:18])=[O:15])[C:6]([CH3:24])=[CH:5]2.C(N(C(C)C)CC)(C)C.Cl[Si:35]([CH2:40][CH3:41])([CH2:38][CH3:39])[CH2:36][CH3:37].